Dataset: Catalyst prediction with 721,799 reactions and 888 catalyst types from USPTO. Task: Predict which catalyst facilitates the given reaction. (1) Reactant: P([O-])(O)(O)=O.[K+].P([O-])([O-])(O)=O.[K+].[K+].C1C=[N+]([C@@H]2O[C@H](COP(OP(OC[C@H]3O[C@@H](N4C5N=CN=C(N)C=5N=C4)[C@H](O)[C@@H]3O)(O)=O)(O)=O)[C@@H](O)[C@H]2O)C=C(C(N)=O)C=1.O=C[C@@H]([C@H]([C@@H]([C@@H](CO)O)O)O)O.[F:70][C:71]([F:81])([F:80])[C:72]([C:74]1[CH:79]=[CH:78][CH:77]=[CH:76][CH:75]=1)=[O:73].C(=O)([O-])[O-].[Na+].[Na+]. Product: [F:70][C:71]([F:80])([F:81])[C@H:72]([C:74]1[CH:79]=[CH:78][CH:77]=[CH:76][CH:75]=1)[OH:73]. The catalyst class is: 789. (2) Reactant: [Cl:1][C:2]1[CH:3]=[CH:4][C:5]2[N:6]=[C:7]([CH:20](Cl)[CH3:21])[N:8]3[C:16]4[CH:15]=[CH:14][CH:13]=[C:12]([F:17])[C:11]=4[CH:10]=[C:9]3[C:18]=2[N:19]=1.[F:23][CH:24]1[CH2:27][NH:26][CH2:25]1.C([O-])([O-])=O.[K+].[K+]. Product: [Cl:1][C:2]1[CH:3]=[CH:4][C:5]2[N:6]=[C:7]([CH:20]([N:26]3[CH2:27][CH:24]([F:23])[CH2:25]3)[CH3:21])[N:8]3[C:16]4[CH:15]=[CH:14][CH:13]=[C:12]([F:17])[C:11]=4[CH:10]=[C:9]3[C:18]=2[N:19]=1. The catalyst class is: 3. (3) Reactant: [Cl:1][C:2]1[CH:7]=[CH:6][C:5]([C@@:8]2([OH:16])[CH2:13][CH2:12][NH:11][CH2:10][C:9]2([CH3:15])[CH3:14])=[CH:4][CH:3]=1.[C:17]([O:21][C:22]([N:24]([CH3:32])[C@H:25]([CH:29]([CH3:31])[CH3:30])[C:26](O)=[O:27])=[O:23])([CH3:20])([CH3:19])[CH3:18].C1C=CC2N(O)N=NC=2C=1.C(Cl)CCl.C(N(CC)CC)C. Product: [Cl:1][C:2]1[CH:7]=[CH:6][C:5]([C@@:8]2([OH:16])[CH2:13][CH2:12][N:11]([C:26](=[O:27])[C@H:25]([N:24]([CH3:32])[C:22](=[O:23])[O:21][C:17]([CH3:19])([CH3:18])[CH3:20])[CH:29]([CH3:31])[CH3:30])[CH2:10][C:9]2([CH3:14])[CH3:15])=[CH:4][CH:3]=1. The catalyst class is: 2. (4) Reactant: [CH3:1][C:2]([Si:5]([CH3:24])([CH3:23])[O:6][C@@H:7]1[CH2:11][N:10]([C:12]([O:14][C:15]([CH3:18])([CH3:17])[CH3:16])=[O:13])[C@@H:9]([C:19](OC)=[O:20])[CH2:8]1)([CH3:4])[CH3:3].[Li+].[BH4-].Cl.O. Product: [CH3:4][C:2]([Si:5]([CH3:24])([CH3:23])[O:6][C@@H:7]1[CH2:11][N:10]([C:12]([O:14][C:15]([CH3:17])([CH3:16])[CH3:18])=[O:13])[C@@H:9]([CH2:19][OH:20])[CH2:8]1)([CH3:1])[CH3:3]. The catalyst class is: 56. (5) The catalyst class is: 1. Reactant: Cl.[CH3:2][C:3]1[CH:4]=[C:5]([CH:9]=[CH:10][N:11]=1)[C:6]([OH:8])=O.CN(C(ON1N=NC2C=CC=NC1=2)=[N+](C)C)C.F[P-](F)(F)(F)(F)F.CN1CCOCC1.[CH3:43][O:44][C:45]1[C:46]2[N:59]=[C:58]([NH2:60])[S:57][C:47]=2[C:48]([C:51]2[CH:56]=[CH:55][CH:54]=[CH:53][CH:52]=2)=[N:49][CH:50]=1. Product: [CH3:43][O:44][C:45]1[C:46]2[N:59]=[C:58]([NH:60][C:6](=[O:8])[C:5]3[CH:9]=[CH:10][N:11]=[C:3]([CH3:2])[CH:4]=3)[S:57][C:47]=2[C:48]([C:51]2[CH:56]=[CH:55][CH:54]=[CH:53][CH:52]=2)=[N:49][CH:50]=1. (6) Reactant: P(Cl)(Cl)(Cl)=O.[Br:6][C:7]1[CH:12]=[CH:11][C:10]([CH:13]([O:17][C:18]2[CH:23]=[C:22]([O:24][CH2:25][CH3:26])[CH:21]=[C:20]([O:27][CH2:28][CH3:29])[CH:19]=2)[C:14](O)=[O:15])=[CH:9][CH:8]=1. Product: [Br:6][C:7]1[CH:12]=[CH:11][C:10]([CH:13]2[C:14](=[O:15])[C:19]3[C:20]([O:27][CH2:28][CH3:29])=[CH:21][C:22]([O:24][CH2:25][CH3:26])=[CH:23][C:18]=3[O:17]2)=[CH:9][CH:8]=1. The catalyst class is: 530. (7) Reactant: [Cl:1][C:2]1[CH:7]=[CH:6][N:5]=[C:4]2[CH:8]=[C:9]([C:11]3[N:12]([CH3:16])[CH:13]=[CH:14][N:15]=3)[S:10][C:3]=12.[Li]CCCC.Cl[C:23]([O:25][CH3:26])=[O:24]. Product: [CH3:26][O:25][C:23]([C:13]1[N:12]([CH3:16])[C:11]([C:9]2[S:10][C:3]3[C:4](=[N:5][CH:6]=[CH:7][C:2]=3[Cl:1])[CH:8]=2)=[N:15][CH:14]=1)=[O:24]. The catalyst class is: 1.